Dataset: Peptide-MHC class I binding affinity with 185,985 pairs from IEDB/IMGT. Task: Regression. Given a peptide amino acid sequence and an MHC pseudo amino acid sequence, predict their binding affinity value. This is MHC class I binding data. (1) The peptide sequence is AITAASLPK. The MHC is HLA-B15:01 with pseudo-sequence HLA-B15:01. The binding affinity (normalized) is 0. (2) The peptide sequence is QQLEADYTF. The MHC is HLA-B35:01 with pseudo-sequence HLA-B35:01. The binding affinity (normalized) is 0.626.